From a dataset of Full USPTO retrosynthesis dataset with 1.9M reactions from patents (1976-2016). Predict the reactants needed to synthesize the given product. (1) Given the product [CH3:1][O:2][C:3]([C:5]1[CH:6]=[C:7]([CH3:29])[C:8]2[O:14][C:13]3[C:15]([Cl:25])=[CH:16][C:17]([N:19]4[CH2:20][CH2:21][N:22]([CH2:35][C:34]5[O:37][C:31]([CH3:30])=[CH:32][CH:33]=5)[CH2:23][CH2:24]4)=[CH:18][C:12]=3[CH2:11][S:10](=[O:26])(=[O:27])[C:9]=2[CH:28]=1)=[O:4], predict the reactants needed to synthesize it. The reactants are: [CH3:1][O:2][C:3]([C:5]1[CH:6]=[C:7]([CH3:29])[C:8]2[O:14][C:13]3[C:15]([Cl:25])=[CH:16][C:17]([N:19]4[CH2:24][CH2:23][NH:22][CH2:21][CH2:20]4)=[CH:18][C:12]=3[CH2:11][S:10](=[O:27])(=[O:26])[C:9]=2[CH:28]=1)=[O:4].[CH3:30][C:31]1[O:37][C:34]([CH:35]=O)=[CH:33][CH:32]=1.C([BH3-])#N.[Na+]. (2) Given the product [O:12]=[C:10]1[CH2:9][N:8]([C:1]([O:3][C:4]([CH3:7])([CH3:6])[CH3:5])=[O:2])[CH2:11][C:19]([C:13]2[CH:18]=[CH:17][CH:16]=[CH:15][CH:14]=2)=[C:20]1[C:21]1[CH:22]=[CH:23][CH:24]=[CH:25][CH:26]=1, predict the reactants needed to synthesize it. The reactants are: [C:1]([N:8]1[CH2:11][C:10](=[O:12])[CH2:9]1)([O:3][C:4]([CH3:7])([CH3:6])[CH3:5])=[O:2].[C:13]1([C:19]#[C:20][C:21]2[CH:26]=[CH:25][CH:24]=[CH:23][CH:22]=2)[CH:18]=[CH:17][CH:16]=[CH:15][CH:14]=1. (3) Given the product [CH:32]1([C@H:30]([NH:29][C:18]2[N:17]=[C:16]([C:36]3[NH:40][C:39](=[O:41])[O:38][N:37]=3)[N:15]=[C:14]3[C:19]=2[N:20]([CH2:21][C@H:22]2[CH2:23][CH2:24][C@H:25]([CH3:28])[CH2:26][CH2:27]2)[C:12]([N:7]2[CH2:8][CH2:9][CH2:10][C@H:6]2[CH2:5][F:4])=[N:13]3)[CH3:31])[CH2:35][CH2:34][CH2:33]1, predict the reactants needed to synthesize it. The reactants are: [F-].[Cs+].Cl.[F:4][CH2:5][C@@H:6]1[CH2:10][CH2:9][CH2:8][NH:7]1.Br[C:12]1[N:20]([CH2:21][C@H:22]2[CH2:27][CH2:26][C@H:25]([CH3:28])[CH2:24][CH2:23]2)[C:19]2[C:14](=[N:15][C:16]([C:36]3[NH:40][C:39](=[O:41])[O:38][N:37]=3)=[N:17][C:18]=2[NH:29][C@@H:30]([CH:32]2[CH2:35][CH2:34][CH2:33]2)[CH3:31])[N:13]=1. (4) The reactants are: CN(C(ON1N=NC2C=CC=NC1=2)=[N+](C)C)C.F[P-](F)(F)(F)(F)F.[NH2:25][C:26]1[C:27]([C:36]([OH:38])=O)=[CH:28][C:29]2[C:34]([CH:35]=1)=[CH:33][CH:32]=[CH:31][CH:30]=2.S(C1C=CC(C)=CC=1)(O)(=O)=O.[NH2:50][C@@H:51]([C:63]([O:65][CH2:66][C:67]1[CH:72]=[CH:71][CH:70]=[CH:69][CH:68]=1)=[O:64])[CH2:52][C:53]([O:55][CH2:56][C:57]1[CH:62]=[CH:61][CH:60]=[CH:59][CH:58]=1)=[O:54].C(N(CC)C(C)C)(C)C.C([O-])(O)=O.[Na+]. Given the product [NH2:25][C:26]1[C:27]([C:36]([NH:50][C@@H:51]([C:63]([O:65][CH2:66][C:67]2[CH:68]=[CH:69][CH:70]=[CH:71][CH:72]=2)=[O:64])[CH2:52][C:53]([O:55][CH2:56][C:57]2[CH:62]=[CH:61][CH:60]=[CH:59][CH:58]=2)=[O:54])=[O:38])=[CH:28][C:29]2[C:34]([CH:35]=1)=[CH:33][CH:32]=[CH:31][CH:30]=2, predict the reactants needed to synthesize it. (5) Given the product [F:27][C:28]1[CH:37]=[C:36]2[C:31]([C@H:32]([NH:38][C:17]([C@@H:7]3[CH2:6][N:5]4[CH2:21][C@H:2]([OH:1])[CH2:3][C@@H:4]4[CH2:9][N:8]3[C:10]([O:12][C:13]([CH3:14])([CH3:15])[CH3:16])=[O:11])=[O:18])[CH2:33][CH2:34][O:35]2)=[CH:30][CH:29]=1, predict the reactants needed to synthesize it. The reactants are: [OH:1][C@H:2]1[CH2:21][N:5]2[CH2:6][C@@H:7]([C:17](OC)=[O:18])[N:8]([C:10]([O:12][C:13]([CH3:16])([CH3:15])[CH3:14])=[O:11])[CH2:9][C@H:4]2[CH2:3]1.O.[OH-].[Li+].Cl.Cl.[F:27][C:28]1[CH:37]=[C:36]2[C:31]([C@H:32]([NH2:38])[CH2:33][CH2:34][O:35]2)=[CH:30][CH:29]=1.Cl.C(N=C=NCCCN(C)C)C.ON1C2C=CC=CC=2N=N1.C(N(CC)C(C)C)(C)C.